From a dataset of Reaction yield outcomes from USPTO patents with 853,638 reactions. Predict the reaction yield, written as a fraction of the theoretical maximum amount of product (1.0 means a 100% yield; for example, 0.34 means a 34% yield). (1) The yield is 0.930. The catalyst is C(Cl)Cl. The product is [Cl:17][CH2:16][C@@H:18]([OH:20])[CH2:19][N:8]([CH2:1][C:2]1[CH:7]=[CH:6][CH:5]=[CH:4][CH:3]=1)[CH2:9][C:10]1[CH:15]=[CH:14][CH:13]=[CH:12][CH:11]=1. The reactants are [CH2:1]([NH:8][CH2:9][C:10]1[CH:15]=[CH:14][CH:13]=[CH:12][CH:11]=1)[C:2]1[CH:7]=[CH:6][CH:5]=[CH:4][CH:3]=1.[CH2:16]([C@H:18]1[O:20][CH2:19]1)[Cl:17]. (2) The reactants are FC(F)(F)C(O)=O.C(OC([NH:15][CH:16]1[CH2:21][CH2:20][CH2:19][N:18]([C:22]2[CH:23]=[C:24]([CH:29]=[CH:30][CH:31]=2)[C:25]([O:27][CH3:28])=[O:26])[CH2:17]1)=O)(C)(C)C. The catalyst is ClCCl. The product is [NH2:15][CH:16]1[CH2:21][CH2:20][CH2:19][N:18]([C:22]2[CH:23]=[C:24]([CH:29]=[CH:30][CH:31]=2)[C:25]([O:27][CH3:28])=[O:26])[CH2:17]1. The yield is 0.500. (3) The reactants are FC(F)(F)S([O:6][S:7]([C:10]([F:13])([F:12])[F:11])(=[O:9])=[O:8])(=O)=O.Cl[N:17]([C:25]1[C:34]2[C:29](=[CH:30][C:31](O)=[C:32]([O:35][CH3:36])[CH:33]=2)[N:28]=[CH:27][N:26]=1)[C:18]1[CH:23]=[CH:22][CH:21]=[CH:20][C:19]=1[F:24].N1C=CC=CC=1.C(Cl)[Cl:45]. No catalyst specified. The product is [Cl:45][C:21]1[CH:22]=[CH:23][C:18]([NH:17][C:25]2[C:34]3[C:29](=[CH:30][C:31]([O:6][S:7]([C:10]([F:11])([F:12])[F:13])(=[O:8])=[O:9])=[C:32]([O:35][CH3:36])[CH:33]=3)[N:28]=[CH:27][N:26]=2)=[C:19]([F:24])[CH:20]=1. The yield is 0.600. (4) The reactants are [CH3:1][CH:2]1[N:7]([C:8]2[CH:13]=[CH:12][C:11]([N+:14]([O-])=O)=[C:10]([C:17]([F:20])([F:19])[F:18])[CH:9]=2)[CH2:6][CH2:5][NH:4][C:3]1=[O:21]. The catalyst is CO.[Pd]. The product is [NH2:14][C:11]1[CH:12]=[CH:13][C:8]([N:7]2[CH2:6][CH2:5][NH:4][C:3](=[O:21])[CH:2]2[CH3:1])=[CH:9][C:10]=1[C:17]([F:20])([F:19])[F:18]. The yield is 0.920. (5) The reactants are [Br:1][C:2]1[CH:3]=[C:4]([C:14]([O:16]C)=[O:15])[C:5]2[CH:6]=[CH:7][N:8]([CH:11]3[CH2:13][CH2:12]3)[C:9]=2[CH:10]=1.[OH-].[Na+]. The catalyst is CO.C1COCC1. The product is [Br:1][C:2]1[CH:3]=[C:4]([C:14]([OH:16])=[O:15])[C:5]2[CH:6]=[CH:7][N:8]([CH:11]3[CH2:13][CH2:12]3)[C:9]=2[CH:10]=1. The yield is 0.900.